Task: Predict which catalyst facilitates the given reaction.. Dataset: Catalyst prediction with 721,799 reactions and 888 catalyst types from USPTO (1) Product: [C:15]([NH:18]/[N:19]=[CH:13]/[C:9]1[CH:10]=[N:11][CH:12]=[C:2]([Cl:1])[C:3]=1[C:4]([O:6][CH2:7][CH3:8])=[O:5])(=[O:17])[CH3:16]. The catalyst class is: 8. Reactant: [Cl:1][C:2]1[CH:12]=[N:11][CH:10]=[C:9]([CH:13]=O)[C:3]=1[C:4]([O:6][CH2:7][CH3:8])=[O:5].[C:15]([NH:18][NH2:19])(=[O:17])[CH3:16].C(Cl)Cl.O. (2) Reactant: C([O:5][CH2:6][C:7]1[CH:8]=[C:9]([CH2:15][N:16]2[C:21](=[O:22])[C:20]([O:23][C:24]3[CH:25]=[C:26]([CH:29]=[C:30]([Cl:32])[CH:31]=3)[C:27]#[N:28])=[C:19]([C:33]([F:36])([F:35])[F:34])[N:18]=[CH:17]2)[N:10]=[N:11][C:12]=1[O:13][CH3:14])(C)(C)C.C(O)(C(F)(F)F)=O. Product: [Cl:32][C:30]1[CH:29]=[C:26]([CH:25]=[C:24]([O:23][C:20]2[C:21](=[O:22])[N:16]([CH2:15][C:9]3[N:10]=[N:11][C:12]([O:13][CH3:14])=[C:7]([CH2:6][OH:5])[CH:8]=3)[CH:17]=[N:18][C:19]=2[C:33]([F:36])([F:34])[F:35])[CH:31]=1)[C:27]#[N:28]. The catalyst class is: 26.